Dataset: Reaction yield outcomes from USPTO patents with 853,638 reactions. Task: Predict the reaction yield, written as a fraction of the theoretical maximum amount of product (1.0 means a 100% yield; for example, 0.34 means a 34% yield). The reactants are [CH3:1][S:2](Cl)(=[O:4])=[O:3].[NH2:6][C:7]1[CH:15]=[CH:14][C:10]([CH2:11][CH2:12][OH:13])=[CH:9][CH:8]=1.Cl. The catalyst is N1C=CC=CC=1. The product is [CH3:1][S:2]([O:13][CH2:12][CH2:11][C:10]1[CH:14]=[CH:15][C:7]([NH:6][S:2]([CH3:1])(=[O:4])=[O:3])=[CH:8][CH:9]=1)(=[O:4])=[O:3]. The yield is 0.640.